Dataset: Catalyst prediction with 721,799 reactions and 888 catalyst types from USPTO. Task: Predict which catalyst facilitates the given reaction. (1) Reactant: Cl.[Cl:2][C:3]1[C:4]([F:29])=[C:5]([CH:26]=[CH:27][CH:28]=1)[NH:6][C:7]1[C:16]2[C:11](=[CH:12][C:13]([O:24][CH3:25])=[C:14]([O:17][CH2:18][C@@H:19]3[CH2:23][CH2:22][CH2:21][NH:20]3)[CH:15]=2)[N:10]=[CH:9][N:8]=1.C(N(C(C)C)CC)(C)C.[Cl:39][CH2:40][C:41](Cl)=[O:42]. Product: [Cl:2][C:3]1[C:4]([F:29])=[C:5]([CH:26]=[CH:27][CH:28]=1)[NH:6][C:7]1[C:16]2[C:11](=[CH:12][C:13]([O:24][CH3:25])=[C:14]([O:17][CH2:18][C@@H:19]3[CH2:23][CH2:22][CH2:21][N:20]3[C:41](=[O:42])[CH2:40][Cl:39])[CH:15]=2)[N:10]=[CH:9][N:8]=1. The catalyst class is: 2. (2) Reactant: F[C:2]1[CH:7]=[CH:6][C:5]([N+:8]([O-:10])=[O:9])=[CH:4][CH:3]=1.C(=O)([O-])[O-].[K+].[K+].[CH3:17][O:18][C:19]1[C:28]2[C:23](=[CH:24][CH:25]=[CH:26][CH:27]=2)[C:22]([OH:29])=[CH:21][CH:20]=1.O. Product: [CH3:17][O:18][C:19]1[C:28]2[C:23](=[CH:24][CH:25]=[CH:26][CH:27]=2)[C:22]([O:29][C:2]2[CH:7]=[CH:6][C:5]([N+:8]([O-:10])=[O:9])=[CH:4][CH:3]=2)=[CH:21][CH:20]=1. The catalyst class is: 3. (3) Reactant: Cl.[NH2:2][C@@H:3]([C:8]([O:10][CH3:11])=[O:9])[C@H:4]([CH2:6][CH3:7])[CH3:5].C(OCC)(=O)C.C(=O)([O-])[O-].[K+].[K+]. Product: [NH2:2][C@@H:3]([C:8]([O:10][CH3:11])=[O:9])[C@H:4]([CH2:6][CH3:7])[CH3:5]. The catalyst class is: 6. (4) Reactant: C([N:8]1[CH2:17][CH2:16][C:15]2[N:14]=[C:13]([C:18]([F:21])([F:20])[F:19])[C:12]([C:22]([O:24][CH2:25][CH3:26])=[O:23])=[CH:11][C:10]=2[CH2:9]1)C1C=CC=CC=1.[Cl:27]C(OC(Cl)C)=O. Product: [ClH:27].[F:21][C:18]([F:19])([F:20])[C:13]1[C:12]([C:22]([O:24][CH2:25][CH3:26])=[O:23])=[CH:11][C:10]2[CH2:9][NH:8][CH2:17][CH2:16][C:15]=2[N:14]=1. The catalyst class is: 4. (5) Reactant: [C:1]1([CH2:11][NH:12][C:13]2[CH:18]=[CH:17][C:16]([C:19]#[N:20])=[CH:15][C:14]=2[NH2:21])[C:10]2[C:5](=[CH:6][CH:7]=[CH:8][CH:9]=2)[CH:4]=[CH:3][CH:2]=1.C(O[C:25]([S-])=[S:26])C.[K+].C. The catalyst class is: 8. Product: [C:1]1([CH2:11][N:12]2[C:13]3[CH:18]=[CH:17][C:16]([C:19]#[N:20])=[CH:15][C:14]=3[N:21]=[C:25]2[SH:26])[C:10]2[C:5](=[CH:6][CH:7]=[CH:8][CH:9]=2)[CH:4]=[CH:3][CH:2]=1. (6) Reactant: [H-].[Na+].Cl[C:4](Cl)(Cl)[CH2:5][O:6][C:7]([C@@H:9]1[CH2:14][CH2:13][CH2:12][N:11]([C:15](=[O:53])[C@@H:16]([NH:32][C:33](=[O:52])[C@@H:34]([NH:44][C:45]([O:47][C:48]([CH3:51])([CH3:50])[CH3:49])=[O:46])[CH2:35][C:36]2[CH:41]=[CH:40][C:39]([O:42][CH3:43])=[CH:38][CH:37]=2)[CH2:17][C:18]2[CH:23]=[CH:22][CH:21]=[C:20]([O:24][Si:25]([C:28]([CH3:31])([CH3:30])[CH3:29])([CH3:27])[CH3:26])[CH:19]=2)[NH:10]1)=[O:8].[CH2:56](O)[CH2:57]C=C. Product: [CH2:5]([O:6][C:7]([C@@H:9]1[CH2:14][CH2:13][CH2:12][N:11]([C:15](=[O:53])[C@@H:16]([NH:32][C:33](=[O:52])[C@@H:34]([NH:44][C:45]([O:47][C:48]([CH3:51])([CH3:50])[CH3:49])=[O:46])[CH2:35][C:36]2[CH:41]=[CH:40][C:39]([O:42][CH3:43])=[CH:38][CH:37]=2)[CH2:17][C:18]2[CH:23]=[CH:22][CH:21]=[C:20]([O:24][Si:25]([C:28]([CH3:31])([CH3:30])[CH3:29])([CH3:27])[CH3:26])[CH:19]=2)[NH:10]1)=[O:8])[CH2:4][CH:56]=[CH2:57]. The catalyst class is: 7.